Dataset: Forward reaction prediction with 1.9M reactions from USPTO patents (1976-2016). Task: Predict the product of the given reaction. Given the reactants CC[N:3]([CH:7]([CH3:9])[CH3:8])C(C)C.Cl[C:11]1[N:16]=[C:15](Cl)[N:14]=[C:13]([S:18][CH2:19][CH2:20][CH2:21][C:22]2[CH:27]=[CH:26][CH:25]=[CH:24][CH:23]=2)[N:12]=1.[CH3:28][N:29]1[CH2:34][CH2:33][NH:32][CH2:31][CH2:30]1.CN([CH:38]=[O:39])C, predict the reaction product. The product is: [CH3:28][N:29]1[CH2:34][CH2:33][N:32]([C:15]2[N:14]=[C:13]([S:18][CH2:19][CH2:20][CH2:21][C:22]3[CH:27]=[CH:26][CH:25]=[CH:24][CH:23]=3)[N:12]=[C:11]([NH:3][CH:7]3[CH2:8][CH2:27][C:22]4[CH:23]=[C:38]([OH:39])[CH:19]=[CH:20][C:21]=4[CH2:9]3)[N:16]=2)[CH2:31][CH2:30]1.